Task: Regression. Given two drug SMILES strings and cell line genomic features, predict the synergy score measuring deviation from expected non-interaction effect.. Dataset: NCI-60 drug combinations with 297,098 pairs across 59 cell lines (1) Drug 1: CC1OCC2C(O1)C(C(C(O2)OC3C4COC(=O)C4C(C5=CC6=C(C=C35)OCO6)C7=CC(=C(C(=C7)OC)O)OC)O)O. Drug 2: CC1=CC2C(CCC3(C2CCC3(C(=O)C)OC(=O)C)C)C4(C1=CC(=O)CC4)C. Cell line: NCI-H460. Synergy scores: CSS=59.1, Synergy_ZIP=12.4, Synergy_Bliss=11.6, Synergy_Loewe=-16.3, Synergy_HSA=11.6. (2) Drug 1: CC(C)(C#N)C1=CC(=CC(=C1)CN2C=NC=N2)C(C)(C)C#N. Drug 2: CC1=C(C(=O)C2=C(C1=O)N3CC4C(C3(C2COC(=O)N)OC)N4)N. Cell line: UACC-257. Synergy scores: CSS=11.0, Synergy_ZIP=-3.30, Synergy_Bliss=-0.496, Synergy_Loewe=-3.60, Synergy_HSA=-2.49. (3) Drug 1: C1CCC(C1)C(CC#N)N2C=C(C=N2)C3=C4C=CNC4=NC=N3. Drug 2: CC(C)NC(=O)C1=CC=C(C=C1)CNNC.Cl. Cell line: MALME-3M. Synergy scores: CSS=-3.54, Synergy_ZIP=4.19, Synergy_Bliss=1.33, Synergy_Loewe=-7.91, Synergy_HSA=-6.52. (4) Drug 1: CCCS(=O)(=O)NC1=C(C(=C(C=C1)F)C(=O)C2=CNC3=C2C=C(C=N3)C4=CC=C(C=C4)Cl)F. Drug 2: C1=CC(=CC=C1CCC2=CNC3=C2C(=O)NC(=N3)N)C(=O)NC(CCC(=O)O)C(=O)O. Cell line: LOX IMVI. Synergy scores: CSS=54.7, Synergy_ZIP=-3.35, Synergy_Bliss=-4.32, Synergy_Loewe=0.855, Synergy_HSA=1.69. (5) Drug 1: CN1C2=C(C=C(C=C2)N(CCCl)CCCl)N=C1CCCC(=O)O.Cl. Drug 2: COCCOC1=C(C=C2C(=C1)C(=NC=N2)NC3=CC=CC(=C3)C#C)OCCOC.Cl. Cell line: HT29. Synergy scores: CSS=-0.712, Synergy_ZIP=1.31, Synergy_Bliss=-0.892, Synergy_Loewe=-4.01, Synergy_HSA=-3.58. (6) Drug 1: CC1OCC2C(O1)C(C(C(O2)OC3C4COC(=O)C4C(C5=CC6=C(C=C35)OCO6)C7=CC(=C(C(=C7)OC)O)OC)O)O. Drug 2: CCC(=C(C1=CC=CC=C1)C2=CC=C(C=C2)OCCN(C)C)C3=CC=CC=C3.C(C(=O)O)C(CC(=O)O)(C(=O)O)O. Cell line: OVCAR-4. Synergy scores: CSS=0.404, Synergy_ZIP=3.49, Synergy_Bliss=-3.63, Synergy_Loewe=-4.10, Synergy_HSA=-3.51. (7) Drug 1: CS(=O)(=O)C1=CC(=C(C=C1)C(=O)NC2=CC(=C(C=C2)Cl)C3=CC=CC=N3)Cl. Drug 2: C1=NC2=C(N=C(N=C2N1C3C(C(C(O3)CO)O)O)F)N. Cell line: MDA-MB-231. Synergy scores: CSS=4.92, Synergy_ZIP=-4.43, Synergy_Bliss=-4.92, Synergy_Loewe=-7.44, Synergy_HSA=-5.10. (8) Drug 1: C1CCC(C(C1)N)N.C(=O)(C(=O)[O-])[O-].[Pt+4]. Drug 2: C(CN)CNCCSP(=O)(O)O. Cell line: SF-268. Synergy scores: CSS=8.85, Synergy_ZIP=3.57, Synergy_Bliss=9.72, Synergy_Loewe=-13.5, Synergy_HSA=1.21.